From a dataset of Reaction yield outcomes from USPTO patents with 853,638 reactions. Predict the reaction yield, written as a fraction of the theoretical maximum amount of product (1.0 means a 100% yield; for example, 0.34 means a 34% yield). (1) The reactants are C(Cl)(=O)C(Cl)=O.CS(C)=O.[OH:11][CH2:12][C:13]1[CH:18]=[N:17][CH:16]=[C:15]2[S:19][C:20]([C:22]([O:24][C:25]([CH3:28])([CH3:27])[CH3:26])=[O:23])=[CH:21][C:14]=12.C(N(CC)CC)C. The catalyst is ClCCl. The product is [CH:12]([C:13]1[CH:18]=[N:17][CH:16]=[C:15]2[S:19][C:20]([C:22]([O:24][C:25]([CH3:28])([CH3:27])[CH3:26])=[O:23])=[CH:21][C:14]=12)=[O:11]. The yield is 0.900. (2) The reactants are [CH:1]([CH:4]1[CH2:9][CH2:8][CH:7]([CH3:10])[CH2:6][CH:5]1[O:11][C:12]([CH:14]1[CH2:18][C:17](=[CH:19][C:20]2[CH:25]=[CH:24][CH:23]=[C:22]([F:26])[CH:21]=2)[CH2:16][N:15]1[C:27]([O:29][C:30]([CH3:33])([CH3:32])[CH3:31])=[O:28])=[O:13])([CH3:3])[CH3:2]. The catalyst is C(OCC)(=O)C.C1(C)C=CC=CC=1. The product is [CH:1]([CH:4]1[CH2:9][CH2:8][CH:7]([CH3:10])[CH2:6][CH:5]1[O:11][C:12]([CH:14]1[CH2:18][CH:17]([CH2:19][C:20]2[CH:25]=[CH:24][CH:23]=[C:22]([F:26])[CH:21]=2)[CH2:16][N:15]1[C:27]([O:29][C:30]([CH3:33])([CH3:31])[CH3:32])=[O:28])=[O:13])([CH3:3])[CH3:2]. The yield is 0.910. (3) The reactants are C([N:8]1[CH2:14][CH:13]2[CH2:15][CH:9]1[CH2:10][C:11](=[O:16])[CH2:12]2)C1C=CC=CC=1.ClC(OCCCl)=O.C(N(CC)CC)C.[C:39](O[C:39]([O:41][C:42]([CH3:45])([CH3:44])[CH3:43])=[O:40])([O:41][C:42]([CH3:45])([CH3:44])[CH3:43])=[O:40]. The catalyst is ClCCl. The product is [O:16]=[C:11]1[CH2:10][CH:9]2[CH2:15][CH:13]([CH2:14][N:8]2[C:39]([O:41][C:42]([CH3:43])([CH3:44])[CH3:45])=[O:40])[CH2:12]1. The yield is 0.630. (4) The reactants are [CH2:1]([CH:8]([C:14]([NH:16][C@H:17]([C:28]1[S:29][CH:30]=[C:31]([CH2:33][CH3:34])[N:32]=1)[CH2:18][C:19]1[CH:24]=[CH:23][C:22]([N+:25]([O-:27])=[O:26])=[CH:21][CH:20]=1)=[O:15])[C:9]([O:11]CC)=O)[C:2]1[CH:7]=[CH:6][CH:5]=[CH:4][CH:3]=1.C(=O)([O-])[O-].[K+].[K+].[C:41](=[N:44]O)([NH2:43])[CH3:42]. The catalyst is C1(C)C=CC=CC=1. The product is [CH2:33]([C:31]1[N:32]=[C:28]([C@@H:17]([NH:16][C:14](=[O:15])[CH:8]([C:9]2[O:11][N:44]=[C:41]([CH3:42])[N:43]=2)[CH2:1][C:2]2[CH:3]=[CH:4][CH:5]=[CH:6][CH:7]=2)[CH2:18][C:19]2[CH:20]=[CH:21][C:22]([N+:25]([O-:27])=[O:26])=[CH:23][CH:24]=2)[S:29][CH:30]=1)[CH3:34]. The yield is 0.940.